From a dataset of Reaction yield outcomes from USPTO patents with 853,638 reactions. Predict the reaction yield, written as a fraction of the theoretical maximum amount of product (1.0 means a 100% yield; for example, 0.34 means a 34% yield). (1) The reactants are [Cl-].O[NH3+:3].[C:4](=[O:7])([O-])[OH:5].[Na+].CS(C)=O.[CH2:13]([C:17]1[N:18]=[C:19]([CH3:50])[N:20]([CH2:39][C:40]2[C:44]3[CH:45]=[C:46]([Cl:49])[CH:47]=[CH:48][C:43]=3[S:42][CH:41]=2)[C:21](=[O:38])[C:22]=1[CH2:23][C:24]1[CH:29]=[CH:28][C:27]([C:30]2[C:31]([C:36]#[N:37])=[CH:32][CH:33]=[CH:34][CH:35]=2)=[CH:26][CH:25]=1)[CH2:14][CH2:15][CH3:16]. The catalyst is C(OCC)(=O)C. The product is [CH2:13]([C:17]1[N:18]=[C:19]([CH3:50])[N:20]([CH2:39][C:40]2[C:44]3[CH:45]=[C:46]([Cl:49])[CH:47]=[CH:48][C:43]=3[S:42][CH:41]=2)[C:21](=[O:38])[C:22]=1[CH2:23][C:24]1[CH:25]=[CH:26][C:27]([C:30]2[CH:35]=[CH:34][CH:33]=[CH:32][C:31]=2[C:36]2[NH:3][C:4](=[O:7])[O:5][N:37]=2)=[CH:28][CH:29]=1)[CH2:14][CH2:15][CH3:16]. The yield is 0.620. (2) No catalyst specified. The reactants are Br[CH2:2][C:3]1[C:12]([Cl:13])=[N:11][CH:10]=[CH:9][C:4]=1[C:5]([O:7]C)=O.Cl.[F:15][C:16]([F:30])([F:29])[CH2:17][CH2:18][O:19][C:20]1[N:25]=[CH:24][C:23]([CH:26]([NH2:28])[CH3:27])=[CH:22][CH:21]=1. The product is [Cl:13][C:12]1[C:3]2[CH2:2][N:28]([CH:26]([C:23]3[CH:24]=[N:25][C:20]([O:19][CH2:18][CH2:17][C:16]([F:30])([F:15])[F:29])=[CH:21][CH:22]=3)[CH3:27])[C:5](=[O:7])[C:4]=2[CH:9]=[CH:10][N:11]=1. The yield is 0.470. (3) The reactants are [OH:1][C:2]1[CH:3]=[C:4]([CH:9]=[CH:10][C:11]=1[O:12][CH3:13])[CH:5]=[CH:6][CH:7]=[O:8]. The catalyst is CO. The product is [OH:1][C:2]1[CH:3]=[C:4]([CH2:5][CH2:6][CH:7]=[O:8])[CH:9]=[CH:10][C:11]=1[O:12][CH3:13]. The yield is 0.780. (4) The reactants are [O:1]1[C:5]2[CH:6]=[CH:7][C:8]([CH2:10][NH:11][CH2:12][CH2:13][CH:14]3[CH2:19][CH2:18][CH2:17][CH2:16][N:15]3[C:20]3[CH:25]=[CH:24][N:23]=[C:22]([N:26]4[CH:30]=[CH:29][N:28]=[CH:27]4)[N:21]=3)=[CH:9][C:4]=2[O:3][CH2:2]1.CCN(C(C)C)C(C)C.[C:40](OC(=O)C)(=[O:42])[CH3:41]. The catalyst is C1COCC1. The product is [C:40]([N:11]([CH2:10][C:8]1[CH:7]=[CH:6][C:5]2[O:1][CH2:2][O:3][C:4]=2[CH:9]=1)[CH2:12][CH2:13][CH:14]1[CH2:19][CH2:18][CH2:17][CH2:16][N:15]1[C:20]1[CH:25]=[CH:24][N:23]=[C:22]([N:26]2[CH:30]=[CH:29][N:28]=[CH:27]2)[N:21]=1)(=[O:42])[CH3:41]. The yield is 0.600. (5) The reactants are [F:1][C:2]1[CH:3]=[C:4]2[C:8](=[CH:9][CH:10]=1)[NH:7][C:6](=[O:11])[C:5]2=[N:12][N:13]=[CH:14][C:15]1[NH:19][C:18]([CH3:20])=[C:17]([C:21]([NH:23][CH2:24][CH2:25][CH2:26][CH2:27][CH2:28][C:29]([OH:31])=O)=[O:22])[C:16]=1[CH3:32].Cl.C(N=C=NCCCN(C)C)C.OC1C2N=NNC=2C=CC=1.C(N(CC)CC)C.[CH3:62][C:63]1[CH:68]=[CH:67][C:66]([NH2:69])=[C:65]([NH2:70])[CH:64]=1. The catalyst is [Cl-].[Na+].O.CN(C=O)C. The product is [F:1][C:2]1[CH:3]=[C:4]2[C:8](=[CH:9][CH:10]=1)[NH:7][C:6](=[O:11])[C:5]2=[N:12][N:13]=[CH:14][C:15]1[NH:19][C:18]([CH3:20])=[C:17]([C:21]([NH:23][CH2:24][CH2:25][CH2:26][CH2:27][CH2:28][C:29]([NH:69][C:66]2[CH:67]=[CH:68][C:63]([CH3:62])=[CH:64][C:65]=2[NH2:70])=[O:31])=[O:22])[C:16]=1[CH3:32]. The yield is 0.690. (6) The reactants are C[O:2][C:3](=[O:34])[C@@H:4]([CH2:27][CH:28]1[CH2:33][CH2:32][CH2:31][CH2:30][CH2:29]1)[CH2:5][CH2:6][NH:7][C@@H:8]1[C@@H:17]([O:18][CH3:19])[CH2:16][C:15]2[C:10](=[CH:11][C:12]([C:20](=[O:22])[NH2:21])=[CH:13][CH:14]=2)[C:9]1([CH2:25][CH3:26])[CH2:23][CH3:24].[OH-].[Na+]. The catalyst is CO. The product is [C:20]([C:12]1[CH:11]=[C:10]2[C:15]([CH2:16][C@H:17]([O:18][CH3:19])[C@@H:8]([NH:7][CH2:6][CH2:5][C@H:4]([CH2:27][CH:28]3[CH2:29][CH2:30][CH2:31][CH2:32][CH2:33]3)[C:3]([OH:34])=[O:2])[C:9]2([CH2:23][CH3:24])[CH2:25][CH3:26])=[CH:14][CH:13]=1)(=[O:22])[NH2:21]. The yield is 0.982. (7) The reactants are [NH3:1].CO.[Br:4][C:5]1[CH:23]=[C:22]([F:24])[CH:21]=[CH:20][C:6]=1[CH2:7][C:8]1[N:13]=[C:12]([C:14](OC)=[O:15])[C:11]([OH:18])=[C:10]([OH:19])[N:9]=1. No catalyst specified. The product is [Br:4][C:5]1[CH:23]=[C:22]([F:24])[CH:21]=[CH:20][C:6]=1[CH2:7][C:8]1[NH:9][C:10](=[O:19])[C:11]([OH:18])=[C:12]([C:14]([NH2:1])=[O:15])[N:13]=1. The yield is 0.670. (8) The reactants are [CH2:1]([O:8][C:9]([NH:11][C:12]1[CH:17]=[CH:16][C:15]([C:18]2[CH:23]=[CH:22][N:21]=[C:20]([C:24]([O:26]C)=[O:25])[CH:19]=2)=[CH:14][C:13]=1[F:28])=[O:10])[C:2]1[CH:7]=[CH:6][CH:5]=[CH:4][CH:3]=1.O.O.[OH-].[Li+].Cl. The catalyst is C(O)C.CO.CN(C)C=O.CCCCCC.C(OCC)C. The product is [CH2:1]([O:8][C:9]([NH:11][C:12]1[CH:17]=[CH:16][C:15]([C:18]2[CH:23]=[CH:22][N:21]=[C:20]([C:24]([OH:26])=[O:25])[CH:19]=2)=[CH:14][C:13]=1[F:28])=[O:10])[C:2]1[CH:3]=[CH:4][CH:5]=[CH:6][CH:7]=1. The yield is 0.861. (9) The reactants are [C:1]([C:3]1[C:8]([F:9])=[CH:7][CH:6]=[C:5]([F:10])[C:4]=1[N:11]=[CH:12][N:13](C)C)#[N:2].Cl.[CH3:17][C:18]1[CH:19]=[C:20]([CH:24]=[CH:25][C:26]=1[O:27][CH3:28])[CH2:21][CH2:22]N.C(O)C. The catalyst is C(O)(=O)C. The product is [F:9][C:8]1[CH:7]=[CH:6][C:5]([F:10])=[C:4]2[C:3]=1[C:1]([NH:2][CH2:22][CH2:21][C:20]1[CH:24]=[CH:25][C:26]([O:27][CH3:28])=[C:18]([CH3:17])[CH:19]=1)=[N:13][CH:12]=[N:11]2. The yield is 0.580.